From a dataset of Forward reaction prediction with 1.9M reactions from USPTO patents (1976-2016). Predict the product of the given reaction. Given the reactants Br[C:2]1[CH:7]=[CH:6][N:5]=[C:4]2[N:8]([Si:11]([CH:18]([CH3:20])[CH3:19])([CH:15]([CH3:17])[CH3:16])[CH:12]([CH3:14])[CH3:13])[CH:9]=[CH:10][C:3]=12.C([Li])(C)(C)C.[F:26]N(S(C1C=CC=CC=1)(=O)=O)S(C1C=CC=CC=1)(=O)=O, predict the reaction product. The product is: [F:26][C:2]1[CH:7]=[CH:6][N:5]=[C:4]2[N:8]([Si:11]([CH:18]([CH3:20])[CH3:19])([CH:15]([CH3:17])[CH3:16])[CH:12]([CH3:14])[CH3:13])[CH:9]=[CH:10][C:3]=12.